From a dataset of Forward reaction prediction with 1.9M reactions from USPTO patents (1976-2016). Predict the product of the given reaction. (1) Given the reactants [Cl:1][C:2]1[CH:7]=[CH:6][C:5]([C@H:8]2[N:12]([C:13]3[CH:18]=[CH:17][C:16]([Cl:19])=[CH:15][C:14]=3[Cl:20])[N:11]=[C:10]([C:21](Cl)=[O:22])[C@H:9]2[CH3:24])=[CH:4][CH:3]=1.O.[NH2:26][NH2:27], predict the reaction product. The product is: [Cl:1][C:2]1[CH:7]=[CH:6][C:5]([C@H:8]2[N:12]([C:13]3[CH:18]=[CH:17][C:16]([Cl:19])=[CH:15][C:14]=3[Cl:20])[N:11]=[C:10]([C:21]([NH:26][NH2:27])=[O:22])[C@H:9]2[CH3:24])=[CH:4][CH:3]=1. (2) Given the reactants [F:1][C:2]1[CH:16]=[C:15]([CH2:17][OH:18])[CH:14]=[CH:13][C:3]=1[O:4][C:5]1[CH:6]=[N:7][CH:8]=[C:9]([CH:12]=1)[C:10]#[N:11].Cl[C:20]1[CH:21]=[C:22]2[N:29]([CH3:30])[C@@H:28]([CH3:31])[CH2:27][N:23]2[C:24](=[O:26])[N:25]=1, predict the reaction product. The product is: [CH3:30][N:29]1[C:22]2[N:23]([C:24](=[O:26])[N:25]=[C:20]([O:18][CH2:17][C:15]3[CH:14]=[CH:13][C:3]([O:4][C:5]4[CH:6]=[N:7][CH:8]=[C:9]([CH:12]=4)[C:10]#[N:11])=[C:2]([F:1])[CH:16]=3)[CH:21]=2)[CH2:27][C@@H:28]1[CH3:31]. (3) Given the reactants [F:1][C:2]1[CH:3]=[C:4]([CH:8]=[CH:9][C:10]=1[N+:11]([O-:13])=[O:12])[C:5]([OH:7])=O.CN(C(ON1N=NC2C=CC=NC1=2)=[N+](C)C)C.F[P-](F)(F)(F)(F)F.C(N(CC)C(C)C)(C)C.[NH:47]([C:49](=[O:72])[CH2:50][CH2:51][C@@H:52]([NH:64][C:65](=[O:71])[O:66][C:67]([CH3:70])([CH3:69])[CH3:68])[CH2:53][C:54]1[CH:55]=[N:56][C:57]([C:60]([F:63])([F:62])[F:61])=[CH:58][CH:59]=1)[NH2:48], predict the reaction product. The product is: [F:1][C:2]1[CH:3]=[C:4]([C:5]([NH:48][NH:47][C:49](=[O:72])[CH2:50][CH2:51][C@@H:52]([NH:64][C:65](=[O:71])[O:66][C:67]([CH3:68])([CH3:69])[CH3:70])[CH2:53][C:54]2[CH:55]=[N:56][C:57]([C:60]([F:61])([F:62])[F:63])=[CH:58][CH:59]=2)=[O:7])[CH:8]=[CH:9][C:10]=1[N+:11]([O-:13])=[O:12]. (4) Given the reactants [CH3:1][C:2]1[CH:3]=[CH:4][C:5]([O:8][C@H:9]2[C@@H:14]3[CH2:15][CH2:16][C@@H:11]([CH2:12][N:13]3C(OC(C)(C)C)=O)[CH2:10]2)=[N:6][CH:7]=1.Cl, predict the reaction product. The product is: [CH3:1][C:2]1[CH:3]=[CH:4][C:5]([O:8][C@H:9]2[C@@H:14]3[CH2:15][CH2:16][C@@H:11]([CH2:12][NH:13]3)[CH2:10]2)=[N:6][CH:7]=1. (5) Given the reactants Cl[C:2]1[N:3]=[C:4]([N:15]2[CH2:20][CH2:19][O:18][CH2:17][C@@H:16]2[CH3:21])[C:5]2[CH2:10][N:9]([C:11]([O:13][CH3:14])=[O:12])[CH2:8][C:6]=2[N:7]=1.[CH2:22]([NH:24][C:25]([NH:27][C:28]1[CH:33]=[CH:32][C:31](B2OC(C)(C)C(C)(C)O2)=[C:30]([F:43])[CH:29]=1)=[O:26])[CH3:23].ClCCl.C(=O)([O-])[O-].[Na+].[Na+], predict the reaction product. The product is: [CH2:22]([NH:24][C:25](=[O:26])[NH:27][C:28]1[CH:33]=[CH:32][C:31]([C:2]2[N:3]=[C:4]([N:15]3[CH2:20][CH2:19][O:18][CH2:17][C@@H:16]3[CH3:21])[C:5]3[CH2:10][N:9]([C:11]([O:13][CH3:14])=[O:12])[CH2:8][C:6]=3[N:7]=2)=[C:30]([F:43])[CH:29]=1)[CH3:23]. (6) The product is: [CH2:8]([O:7][C@@H:6]1[C@@H:15]([O:16][CH2:17][C:18]2[CH:19]=[CH:20][CH:21]=[CH:22][CH:23]=2)[C@H:24]([O:25][CH2:26][C:27]2[CH:32]=[CH:31][CH:30]=[CH:29][CH:28]=2)[C@@H:33]([CH2:35][O:36][S:37]([C:40]2[CH:46]=[CH:45][C:43]([CH3:44])=[CH:42][CH:41]=2)(=[O:39])=[O:38])[O:34][C@@H:5]1[O:4][CH2:1][CH2:2][CH2:3][OH:56])[C:9]1[CH:14]=[CH:13][CH:12]=[CH:11][CH:10]=1. Given the reactants [CH2:1]([O:4][C@H:5]1[O:34][C@H:33]([CH2:35][O:36][S:37]([C:40]2[CH:46]=[CH:45][C:43]([CH3:44])=[CH:42][CH:41]=2)(=[O:39])=[O:38])[C@@H:24]([O:25][CH2:26][C:27]2[CH:32]=[CH:31][CH:30]=[CH:29][CH:28]=2)[C@H:15]([O:16][CH2:17][C:18]2[CH:23]=[CH:22][CH:21]=[CH:20][CH:19]=2)[C@H:6]1[O:7][CH2:8][C:9]1[CH:14]=[CH:13][CH:12]=[CH:11][CH:10]=1)[CH:2]=[CH2:3].C12BC(CCC1)CCC2.[OH-:56].[Na+].OO, predict the reaction product.